Task: Binary Classification. Given a drug SMILES string, predict its activity (active/inactive) in a high-throughput screening assay against a specified biological target.. Dataset: HIV replication inhibition screening data with 41,000+ compounds from the AIDS Antiviral Screen (1) The drug is Cc1ccccc1NC(=O)ON=C(Cl)C(C)C. The result is 0 (inactive). (2) The compound is N=C(CSSCC(=N)NCC12CC3CC(CC(C3)C1)C2)NCC12CC3CC(CC(C3)C1)C2. The result is 0 (inactive). (3) The drug is CC1=C(C(=S)Nc2ccc(Cl)c(C(=O)OC(C)C)c2)SCCO1. The result is 1 (active). (4) The drug is O=C(CC(c1ccccc1)c1c(O)c2ccccc2oc1=O)c1ccccc1. The result is 0 (inactive). (5) The compound is Cc1ccccc1Nc1nc(NNC(=O)Cc2ccccc2)nc(NNC(=O)c2ccncc2)n1. The result is 1 (active). (6) The molecule is CCOC(=O)CNC1=c2ccccc2=S(=O)(O)N=N1. The result is 0 (inactive). (7) The molecule is CC(=O)OCc1cncn1S(=O)(=O)c1ccc(C)cc1. The result is 0 (inactive).